This data is from Full USPTO retrosynthesis dataset with 1.9M reactions from patents (1976-2016). The task is: Predict the reactants needed to synthesize the given product. (1) The reactants are: [F:1][C:2]([F:7])([F:6])[C:3]([OH:5])=[O:4].C(OC([N:15]1[CH2:19][CH2:18][CH2:17][C@H:16]1[C:20](=[O:27])[NH:21][CH2:22][C:23]([O:25][CH3:26])=[O:24])=O)(C)(C)C. Given the product [OH:5][C:3]([C:2]([F:7])([F:6])[F:1])=[O:4].[F:1][C:2]([F:7])([F:6])[C:3]([OH:5])=[O:4].[CH3:26][O:25][C:23](=[O:24])[CH2:22][NH:21][C:20]([C@@H:16]1[CH2:17][CH2:18][CH2:19][NH:15]1)=[O:27], predict the reactants needed to synthesize it. (2) Given the product [Br:11][C:9]1[CH:10]=[C:2]2[C:3]([C:4](=[O:5])[NH:6][C:14]([CH2:13][Cl:12])=[N:1]2)=[CH:7][CH:8]=1, predict the reactants needed to synthesize it. The reactants are: [NH2:1][C:2]1[CH:10]=[C:9]([Br:11])[CH:8]=[CH:7][C:3]=1[C:4]([NH2:6])=[O:5].[Cl:12][CH2:13][C:14](OC)(OC)OC. (3) Given the product [CH3:1][N:2]1[CH:6]=[C:5]([C:7]2[CH:8]=[CH:9][N:10]=[CH:11][CH:12]=2)[C:4]([C:13]2[CH:18]=[CH:17][C:16]([O:19][CH:30]([C:21]3[CH:22]=[CH:23][C:24]4[C:29](=[CH:28][CH:27]=[CH:26][CH:25]=4)[N:20]=3)[CH3:31])=[CH:15][CH:14]=2)=[N:3]1, predict the reactants needed to synthesize it. The reactants are: [CH3:1][N:2]1[CH:6]=[C:5]([C:7]2[CH:12]=[CH:11][N:10]=[CH:9][CH:8]=2)[C:4]([C:13]2[CH:18]=[CH:17][C:16]([OH:19])=[CH:15][CH:14]=2)=[N:3]1.[N:20]1[C:29]2[C:24](=[CH:25][CH:26]=[CH:27][CH:28]=2)[CH:23]=[CH:22][C:21]=1[CH:30](O)[CH3:31].C1(P(C2C=CC=CC=2)C2C=CC=CC=2)C=CC=CC=1.C(OC([N+](C(OC(C)(C)C)=O)=[N-])=O)(C)(C)C.[OH-].[Na+]. (4) Given the product [CH:26]1([C:25]2[CH:24]=[N:23][N:22]([C:29]3[CH:34]=[CH:33][CH:32]=[CH:31][C:30]=3[O:35][C:36]([F:37])([F:38])[F:39])[C:21]=2[CH2:20][O:19][C:16]2[CH:17]=[CH:18][C:13]([N:11]([CH2:10][C:7]3[CH:8]=[CH:9][C:4]([C:3]([OH:43])=[O:2])=[C:5]([O:41][CH3:42])[CH:6]=3)[CH3:12])=[C:14]([CH3:40])[CH:15]=2)[CH2:28][CH2:27]1, predict the reactants needed to synthesize it. The reactants are: C[O:2][C:3](=[O:43])[C:4]1[CH:9]=[CH:8][C:7]([CH2:10][N:11]([C:13]2[CH:18]=[CH:17][C:16]([O:19][CH2:20][C:21]3[N:22]([C:29]4[CH:34]=[CH:33][CH:32]=[CH:31][C:30]=4[O:35][C:36]([F:39])([F:38])[F:37])[N:23]=[CH:24][C:25]=3[CH:26]3[CH2:28][CH2:27]3)=[CH:15][C:14]=2[CH3:40])[CH3:12])=[CH:6][C:5]=1[O:41][CH3:42].[OH-].[Na+].C1COCC1.Cl. (5) Given the product [N+:20]([C:17]1[CH:16]=[CH:15][C:14]([C:13]2[N:23]=[CH:1][O:11][N:12]=2)=[CH:19][CH:18]=1)([O-:22])=[O:21], predict the reactants needed to synthesize it. The reactants are: [CH:1](OCC)(OCC)OCC.[OH:11][NH:12][C:13](=[NH:23])[C:14]1[CH:19]=[CH:18][C:17]([N+:20]([O-:22])=[O:21])=[CH:16][CH:15]=1. (6) Given the product [F:30][C:28]([F:29])([F:31])[O:27][C:24]1[CH:23]=[CH:22][C:21]([C:20]#[C:19][CH2:18][CH2:17][CH2:16][NH:15][C:12]2[CH:13]=[C:14]3[C:9]([CH:8]=[CH:7][N:6]3[CH2:5][C:4]([OH:32])=[O:3])=[CH:10][CH:11]=2)=[CH:26][CH:25]=1, predict the reactants needed to synthesize it. The reactants are: C([O:3][C:4](=[O:32])[CH2:5][N:6]1[C:14]2[C:9](=[CH:10][CH:11]=[C:12]([NH:15][CH2:16][CH2:17][CH2:18][C:19]#[C:20][C:21]3[CH:26]=[CH:25][C:24]([O:27][C:28]([F:31])([F:30])[F:29])=[CH:23][CH:22]=3)[CH:13]=2)[CH:8]=[CH:7]1)C.[Li+].[OH-]. (7) Given the product [N:1]([C:2]1[CH:7]=[CH:6][CH:5]=[CH:4][N:3]=1)=[C:8]=[S:9], predict the reactants needed to synthesize it. The reactants are: [NH2:1][C:2]1[CH:7]=[CH:6][CH:5]=[CH:4][N:3]=1.[C:8](Cl)(Cl)=[S:9].